Dataset: Peptide-MHC class I binding affinity with 185,985 pairs from IEDB/IMGT. Task: Regression. Given a peptide amino acid sequence and an MHC pseudo amino acid sequence, predict their binding affinity value. This is MHC class I binding data. The peptide sequence is VDRFYKTLRA. The MHC is HLA-A23:01 with pseudo-sequence HLA-A23:01. The binding affinity (normalized) is 0.